This data is from Forward reaction prediction with 1.9M reactions from USPTO patents (1976-2016). The task is: Predict the product of the given reaction. (1) Given the reactants [H-].[Al+3].[Li+].[H-].[H-].[H-].[CH3:7][C:8]1[CH:18]=[CH:17][C:11]([C:12](OCC)=[O:13])=[CH:10][C:9]=1[O:19][C:20]([F:25])([F:24])[CH:21]([F:23])[F:22].[OH-].[Na+], predict the reaction product. The product is: [CH3:7][C:8]1[CH:18]=[CH:17][C:11]([CH2:12][OH:13])=[CH:10][C:9]=1[O:19][C:20]([F:24])([F:25])[CH:21]([F:23])[F:22]. (2) Given the reactants [Cl:1][C:2]1[N:3]=[C:4]([CH2:29][OH:30])[NH:5][C:6]=1[C:7]([NH:9][CH2:10][C:11]1[CH:16]=[CH:15][C:14]([Cl:17])=[C:13]([O:18][C:19]2[CH:24]=[C:23]([C:25]#[N:26])[CH:22]=[C:21]([Cl:27])[CH:20]=2)[C:12]=1[F:28])=[O:8], predict the reaction product. The product is: [Cl:1][C:2]1[N:3]=[C:4]([CH:29]=[O:30])[NH:5][C:6]=1[C:7]([NH:9][CH2:10][C:11]1[CH:16]=[CH:15][C:14]([Cl:17])=[C:13]([O:18][C:19]2[CH:24]=[C:23]([C:25]#[N:26])[CH:22]=[C:21]([Cl:27])[CH:20]=2)[C:12]=1[F:28])=[O:8]. (3) Given the reactants CC([N:4]1[C:12]2[C:11]([O:13][CH3:14])=[CH:10][CH:9]=[C:8]([C:15]([OH:17])=O)[C:7]=2[CH:6]=[CH:5]1)C.[NH2:18][CH2:19][C:20]1[C:21](=[O:30])[NH:22][C:23]([CH3:29])=[CH:24][C:25]=1[CH2:26][CH2:27][CH3:28].ON1C2N=CC=CC=2N=N1.C(Cl)CCl.CN1CCOCC1, predict the reaction product. The product is: [CH3:29][C:23]1[NH:22][C:21](=[O:30])[C:20]([CH2:19][NH:18][C:15]([C:8]2[C:7]3[CH:6]=[CH:5][NH:4][C:12]=3[C:11]([O:13][CH3:14])=[CH:10][CH:9]=2)=[O:17])=[C:25]([CH2:26][CH2:27][CH3:28])[CH:24]=1. (4) Given the reactants [O:1]=[C:2]1[NH:11][C:10]2[N:9]=[CH:8][C:7](/[CH:12]=[CH:13]/[C:14]([O:16]C(C)(C)C)=[O:15])=[CH:6][C:5]=2[CH:4]=[CH:3]1.FC(F)(F)C(O)=O.C(Cl)[Cl:29], predict the reaction product. The product is: [ClH:29].[O:1]=[C:2]1[NH:11][C:10]2[N:9]=[CH:8][C:7](/[CH:12]=[CH:13]/[C:14]([OH:16])=[O:15])=[CH:6][C:5]=2[CH:4]=[CH:3]1. (5) Given the reactants [C:1]([C:3]1[C:4]([NH:15][C:16]2[C:17]([CH3:25])=[C:18]3[C:22](=[CH:23][CH:24]=2)[NH:21][CH:20]=[CH:19]3)=[C:5]2[CH:11]=[C:10]([C:12]([OH:14])=O)[S:9][C:6]2=[N:7][CH:8]=1)#[N:2].[NH:26]1[CH2:30][CH2:29][CH2:28][CH2:27]1.Cl.CN(C)CCCN=C=NCC, predict the reaction product. The product is: [CH3:25][C:17]1[C:16]([NH:15][C:4]2[C:3]([C:1]#[N:2])=[CH:8][N:7]=[C:6]3[S:9][C:10]([C:12]([N:26]4[CH2:30][CH2:29][CH2:28][CH2:27]4)=[O:14])=[CH:11][C:5]=23)=[CH:24][CH:23]=[C:22]2[C:18]=1[CH:19]=[CH:20][NH:21]2. (6) Given the reactants [NH:1]1[C:9]2[CH:8]=[CH:7][CH:6]=[C:5]([CH:10]=O)[C:4]=2[CH:3]=[CH:2]1.C(OP([CH2:20][C:21]([O:23][CH3:24])=[O:22])(OCC)=O)C.C(=O)([O-])[O-].[K+].[K+], predict the reaction product. The product is: [NH:1]1[C:9]2[C:4](=[C:5]([CH:10]=[CH:20][C:21]([O:23][CH3:24])=[O:22])[CH:6]=[CH:7][CH:8]=2)[CH:3]=[CH:2]1. (7) Given the reactants [F:1][C:2]1[CH:7]=[C:6](B2OC(C)(C)C(C)(C)O2)[CH:5]=[CH:4][C:3]=1[C:17]1[CH:18]=[C:19]2[CH:25]=[CH:24][NH:23][C:20]2=[N:21][CH:22]=1.Br[C:27]1[C:28]([S:33]([CH:36]([CH3:38])[CH3:37])(=[O:35])=[O:34])=[N:29][CH:30]=[CH:31][CH:32]=1, predict the reaction product. The product is: [F:1][C:2]1[CH:7]=[C:6]([C:27]2[C:28]([S:33]([CH:36]([CH3:38])[CH3:37])(=[O:34])=[O:35])=[N:29][CH:30]=[CH:31][CH:32]=2)[CH:5]=[CH:4][C:3]=1[C:17]1[CH:18]=[C:19]2[CH:25]=[CH:24][NH:23][C:20]2=[N:21][CH:22]=1.